Dataset: Full USPTO retrosynthesis dataset with 1.9M reactions from patents (1976-2016). Task: Predict the reactants needed to synthesize the given product. (1) Given the product [F:29][CH:2]([F:1])[CH2:3][O:4][C:5]1[C:9]2[CH:10]=[N:11][C:12]([NH:14][C:15]([NH:17][C@@H:18]3[C@@H:22]([C:23]4[CH:28]=[CH:27][CH:26]=[CH:25][CH:24]=4)[CH2:21][N:20]([C:35](=[O:36])[CH2:34][OH:37])[CH2:19]3)=[O:16])=[CH:13][C:8]=2[NH:7][N:6]=1, predict the reactants needed to synthesize it. The reactants are: [F:1][CH:2]([F:29])[CH2:3][O:4][C:5]1[C:9]2[CH:10]=[N:11][C:12]([NH:14][C:15]([NH:17][C@@H:18]3[C@@H:22]([C:23]4[CH:28]=[CH:27][CH:26]=[CH:25][CH:24]=4)[CH2:21][NH:20][CH2:19]3)=[O:16])=[CH:13][C:8]=2[NH:7][N:6]=1.NC(N)=O.[C:34](O)(=[O:37])[CH2:35][OH:36].CN(C(ON1N=NC2C=CC=NC1=2)=[N+](C)C)C.F[P-](F)(F)(F)(F)F.CCN(C(C)C)C(C)C. (2) Given the product [CH2:14]([O:16][C:17]1[CH:18]=[CH:25][C:26]([C:31](=[O:41])[CH3:30])=[CH:27][C:28]=1[CH2:29][CH2:42][CH2:43][O:22][CH3:19])[C:7]1[CH:6]=[CH:5][CH:10]=[CH:9][CH:8]=1, predict the reactants needed to synthesize it. The reactants are: C(O[C:5]1[C:10]2C=CO[C:9]=2[CH:8]=[C:7]([C:14]([O:16][CH2:17][CH3:18])=O)[CH:6]=1)(=O)C.[C:19](=[O:22])([O-])[O-].[K+].[K+].[CH3:25][C:26]1[CH:31]=[CH:30][C:29](S(OCCCOC)(=O)=O)=[CH:28][CH:27]=1.[OH2:41].[C:42](#N)[CH3:43]. (3) Given the product [Br:1][C:2]1[CH:3]=[C:4]([C:8]([CH3:13])([CH2:11][CH3:12])[CH2:9][NH2:10])[CH:5]=[CH:6][CH:7]=1, predict the reactants needed to synthesize it. The reactants are: [Br:1][C:2]1[CH:3]=[C:4]([C:8]([CH3:13])([CH2:11][CH3:12])[C:9]#[N:10])[CH:5]=[CH:6][CH:7]=1.[AlH3].C1(C)C=CC=CC=1. (4) Given the product [CH3:37][O:26][CH2:25][CH:9]1[O:10][C:11]2([CH2:13][CH2:14][N:15]([C:18]([O:20][C:21]([CH3:23])([CH3:22])[CH3:24])=[O:19])[CH2:16][CH2:17]2)[CH2:12][N:7]([C:2]2[N:1]=[CH:6][CH:5]=[CH:4][N:3]=2)[CH2:8]1, predict the reactants needed to synthesize it. The reactants are: [N:1]1[CH:6]=[CH:5][CH:4]=[N:3][C:2]=1[N:7]1[CH2:12][C:11]2([CH2:17][CH2:16][N:15]([C:18]([O:20][C:21]([CH3:24])([CH3:23])[CH3:22])=[O:19])[CH2:14][CH2:13]2)[O:10][CH:9]([CH2:25][O:26]S(C2C=CC(C)=CC=2)(=O)=O)[CH2:8]1.[CH3:37][O-].[Na+]. (5) Given the product [CH3:1][N:2]1[CH:6]=[C:5]([C:7]2[N:12]=[C:11]([C:13]3[CH:14]=[N:15][N:16]([C:26]4([CH2:28][C:29]#[N:30])[CH2:27][C:24]5([CH2:23][O:22][CH2:21]5)[CH2:25]4)[CH:17]=3)[N:10]3[CH:18]=[CH:19][N:20]=[C:9]3[CH:8]=2)[CH:4]=[N:3]1, predict the reactants needed to synthesize it. The reactants are: [CH3:1][N:2]1[CH:6]=[C:5]([C:7]2[N:12]=[C:11]([C:13]3[CH:14]=[N:15][NH:16][CH:17]=3)[N:10]3[CH:18]=[CH:19][N:20]=[C:9]3[CH:8]=2)[CH:4]=[N:3]1.[CH2:21]1[C:24]2([CH2:27][C:26](=[CH:28][C:29]#[N:30])[CH2:25]2)[CH2:23][O:22]1.C1CCN2C(=NCCC2)CC1. (6) Given the product [Cl:23][C:24]1[CH:25]=[C:26]([OH:45])[C:27]([NH:32][S:33]([CH2:36][C:37]2[CH:42]=[C:41]([Cl:43])[CH:40]=[C:39]([Cl:44])[CH:38]=2)(=[O:35])=[O:34])=[N:28][C:29]=1[C:30]#[N:31], predict the reactants needed to synthesize it. The reactants are: ClC1N=NC(NS(CC2C=C(C#N)C=CC=2Cl)(=O)=O)=C(O)C=1.[Cl:23][C:24]1[CH:25]=[C:26]([O:45]C)[C:27]([NH:32][S:33]([CH2:36][C:37]2[CH:42]=[C:41]([Cl:43])[CH:40]=[C:39]([Cl:44])[CH:38]=2)(=[O:35])=[O:34])=[N:28][C:29]=1[C:30]#[N:31].ClC1N=NC(NS(CC2C=C(C#N)C=CC=2Cl)(=O)=O)=C(OC)C=1. (7) Given the product [Br:1][C:2]1[CH:3]=[C:4]([O:9][C:10]2[C:11]([F:23])=[C:12]([CH3:19])[CH:13]=[CH:14][C:15]=2[N+:16]([O-:18])=[O:17])[CH:5]=[C:6]([Cl:8])[CH:7]=1, predict the reactants needed to synthesize it. The reactants are: [Br:1][C:2]1[CH:3]=[C:4]([O:9][C:10]2[C:11]([F:23])=[C:12]([CH2:19]C(O)=O)[CH:13]=[CH:14][C:15]=2[N+:16]([O-:18])=[O:17])[CH:5]=[C:6]([Cl:8])[CH:7]=1. (8) The reactants are: [O:1]1[CH2:6][CH2:5][N:4]([CH2:7][CH2:8][O:9][C:10]2[CH:15]=[CH:14][C:13]([N:16]3[C:21](=[O:22])[CH:20]=[CH:19][C:18]4[C:23]([C:31]5[CH:36]=[CH:35][CH:34]=[CH:33][CH:32]=5)=[C:24](C(OCC)=O)[S:25][C:17]3=4)=[CH:12][CH:11]=2)[CH2:3][CH2:2]1.Cl. Given the product [O:1]1[CH2:2][CH2:3][N:4]([CH2:7][CH2:8][O:9][C:10]2[CH:15]=[CH:14][C:13]([N:16]3[C:21](=[O:22])[CH:20]=[CH:19][C:18]4[C:23]([C:31]5[CH:32]=[CH:33][CH:34]=[CH:35][CH:36]=5)=[CH:24][S:25][C:17]3=4)=[CH:12][CH:11]=2)[CH2:5][CH2:6]1, predict the reactants needed to synthesize it. (9) The reactants are: C(O[C:6]([N:8]([CH2:10][CH2:11][CH2:12][N:13]1[CH2:18][CH2:17][CH:16]([CH2:19][N:20]2[C:28]([O:29][CH3:30])=[N:27][C:26]3[C:21]2=[N:22][C:23]([O:32][CH2:33][CH2:34][O:35][CH3:36])=[N:24][C:25]=3[NH2:31])[CH2:15][CH2:14]1)C)=O)(C)(C)C.FC(F)(F)C(O)=O.Br[CH2:45][CH2:46][O:47][C:48]1[CH:49]=[C:50]([CH2:54][C:55]([O:57][CH3:58])=[O:56])[CH:51]=[CH:52][CH:53]=1.C(=O)([O-])[O-].[K+].[K+]. Given the product [CH3:30][O:29][C:28]1[N:20]([CH2:19][CH:16]2[CH2:15][CH2:14][N:13]([CH2:12][CH2:11][CH2:10][N:8]([CH2:45][CH2:46][O:47][C:48]3[CH:53]=[CH:52][CH:51]=[C:50]([CH2:54][C:55]([O:57][CH3:58])=[O:56])[CH:49]=3)[CH3:6])[CH2:18][CH2:17]2)[C:21]2[C:26]([N:27]=1)=[C:25]([NH2:31])[N:24]=[C:23]([O:32][CH2:33][CH2:34][O:35][CH3:36])[N:22]=2, predict the reactants needed to synthesize it. (10) Given the product [NH2:7][C:8]([CH2:16][N:17]1[CH2:26][CH2:25][C:24]2[C:19](=[CH:20][C:21]([C:31]34[CH2:38][CH:37]5[CH2:39][CH:33]([CH2:34][CH:35]([CH2:36]5)[CH2:40]3)[CH2:32]4)=[C:22]([O:27][CH:28]([CH3:30])[CH3:29])[CH:23]=2)[CH2:18]1)([CH2:13][OH:12])[CH2:9][OH:10], predict the reactants needed to synthesize it. The reactants are: C(OC(=O)[NH:7][C:8]1([CH2:16][N:17]2[CH2:26][CH2:25][C:24]3[C:19](=[CH:20][C:21]([C:31]45[CH2:40][CH:35]6[CH2:36][CH:37]([CH2:39][CH:33]([CH2:34]6)[CH2:32]4)[CH2:38]5)=[C:22]([O:27][CH:28]([CH3:30])[CH3:29])[CH:23]=3)[CH2:18]2)[CH2:13][O:12]C(C)(C)[O:10][CH2:9]1)(C)(C)C.C(OC1C=C(C2ON=C(C3C=CC=C4C=3CCN4CC3(NC(=O)OC(C)(C)C)COC(C)(C)OC3)N=2)C=CC=1OCC)C.